This data is from Catalyst prediction with 721,799 reactions and 888 catalyst types from USPTO. The task is: Predict which catalyst facilitates the given reaction. (1) The catalyst class is: 12. Reactant: [NH2:1][C:2]1[CH:10]=[CH:9][CH:8]=[C:7]([O:11][CH3:12])[C:3]=1[C:4]([OH:6])=[O:5].[C:13]1([C:19](=[CH2:22])[CH:20]=O)[CH:18]=[CH:17][CH:16]=[CH:15][CH:14]=1. Product: [CH3:12][O:11][C:7]1[C:3]([C:4]([OH:6])=[O:5])=[C:2]2[C:10]([CH:20]=[C:19]([C:13]3[CH:18]=[CH:17][CH:16]=[CH:15][CH:14]=3)[CH:22]=[N:1]2)=[CH:9][CH:8]=1. (2) Reactant: ClC1N=C(Cl)N=C(Cl)N=1.N1C=C[CH:13]=NN=1.[C:16]1([NH:22][N:23]=[C:24]([C:26]2[CH:31]=[CH:30][CH:29]=[CH:28][CH:27]=2)[CH3:25])[CH:21]=[CH:20][CH:19]=[CH:18][CH:17]=1.[C:32]([O-:35])([O-])=O.[Na+].[Na+]. Product: [C:16]1([N:22]2[CH:13]=[C:25]([CH:32]=[O:35])[C:24]([C:26]3[CH:31]=[CH:30][CH:29]=[CH:28][CH:27]=3)=[N:23]2)[CH:17]=[CH:18][CH:19]=[CH:20][CH:21]=1. The catalyst class is: 3. (3) Reactant: [CH2:1]([NH:8][CH2:9][C:10]1[CH:11]=[C:12]2[C:16](=[CH:17][C:18]=1[N+:19]([O-])=O)[N:15]([C:22]([C:35]1[CH:40]=[CH:39][CH:38]=[CH:37][CH:36]=1)([C:29]1[CH:34]=[CH:33][CH:32]=[CH:31][CH:30]=1)[C:23]1[CH:28]=[CH:27][CH:26]=[CH:25][CH:24]=1)[N:14]=[C:13]2[C:41]1[CH:46]=[CH:45][N:44]=[CH:43][CH:42]=1)[C:2]1[CH:7]=[CH:6][CH:5]=[CH:4][CH:3]=1. Product: [CH2:1]([NH:8][CH2:9][C:10]1[CH:11]=[C:12]2[C:16](=[CH:17][C:18]=1[NH2:19])[N:15]([C:22]([C:29]1[CH:30]=[CH:31][CH:32]=[CH:33][CH:34]=1)([C:35]1[CH:40]=[CH:39][CH:38]=[CH:37][CH:36]=1)[C:23]1[CH:28]=[CH:27][CH:26]=[CH:25][CH:24]=1)[N:14]=[C:13]2[C:41]1[CH:42]=[CH:43][N:44]=[CH:45][CH:46]=1)[C:2]1[CH:3]=[CH:4][CH:5]=[CH:6][CH:7]=1. The catalyst class is: 401.